From a dataset of Catalyst prediction with 721,799 reactions and 888 catalyst types from USPTO. Predict which catalyst facilitates the given reaction. Reactant: [C:1]([NH:5][CH2:6][C:7]1[CH:16]=[CH:15][C:14]2[C:9](=[CH:10][CH:11]=[CH:12][CH:13]=2)[C:8]=1[C:17]1[N:22]=[C:21]([CH:23]=O)[CH:20]=[CH:19][CH:18]=1)([CH3:4])([CH3:3])[CH3:2].[CH:25]([C:28]1[CH:34]=[CH:33][CH:32]=[C:31]([CH:35]([CH3:37])[CH3:36])[C:29]=1[NH2:30])([CH3:27])[CH3:26]. Product: [C:1]([NH:5][CH2:6][C:7]1[CH:16]=[CH:15][C:14]2[C:9](=[CH:10][CH:11]=[CH:12][CH:13]=2)[C:8]=1[C:17]1[N:22]=[C:21]([CH:23]=[N:30][C:29]2[C:31]([CH:35]([CH3:36])[CH3:37])=[CH:32][CH:33]=[CH:34][C:28]=2[CH:25]([CH3:27])[CH3:26])[CH:20]=[CH:19][CH:18]=1)([CH3:4])([CH3:3])[CH3:2]. The catalyst class is: 8.